From a dataset of TCR-epitope binding with 47,182 pairs between 192 epitopes and 23,139 TCRs. Binary Classification. Given a T-cell receptor sequence (or CDR3 region) and an epitope sequence, predict whether binding occurs between them. The epitope is KLSYGIATV. The TCR CDR3 sequence is CATSDILAGGLNEQFF. Result: 1 (the TCR binds to the epitope).